This data is from Catalyst prediction with 721,799 reactions and 888 catalyst types from USPTO. The task is: Predict which catalyst facilitates the given reaction. Reactant: C(OC(=O)[NH:7][C:8]1[S:9][C:10]2[CH:16]=[C:15]([CH2:17][NH2:18])[CH:14]=[CH:13][C:11]=2[N:12]=1)(C)(C)C.[CH:20](N(CC)C(C)C)(C)C.CN([C:32]([O:36]N1N=NC2C=CC=NC1=2)=[N+](C)C)C.F[P-](F)(F)(F)(F)F.[CH3:53][N:54]1[C:58](=[O:59])[CH2:57][CH2:56][CH2:55]1. Product: [NH2:7][C:8]1[S:9][C:10]2[CH:16]=[C:15]([CH2:17][NH:18][C:32]([C:53]3[CH:55]=[CH:56][CH:57]=[C:58]([O:59][CH3:20])[N:54]=3)=[O:36])[CH:14]=[CH:13][C:11]=2[N:12]=1. The catalyst class is: 13.